This data is from Full USPTO retrosynthesis dataset with 1.9M reactions from patents (1976-2016). The task is: Predict the reactants needed to synthesize the given product. (1) Given the product [OH:1][C:2]1[C:3]([CH3:18])=[C:4]2[C:9](=[C:10]([CH3:13])[C:11]=1[CH3:12])[O:8][C:7]([CH3:17])([C:14]([NH:31][CH2:32][CH2:33][C:34]1[CH:39]=[CH:38][C:37]([OH:40])=[CH:36][CH:35]=1)=[O:16])[CH2:6][CH2:5]2, predict the reactants needed to synthesize it. The reactants are: [OH:1][C:2]1[C:3]([CH3:18])=[C:4]2[C:9](=[C:10]([CH3:13])[C:11]=1[CH3:12])[O:8][C:7]([CH3:17])([C:14]([OH:16])=O)[CH2:6][CH2:5]2.C1N=CN(C(N2C=NC=C2)=O)C=1.[NH2:31][CH2:32][CH2:33][C:34]1[CH:39]=[CH:38][C:37]([OH:40])=[CH:36][CH:35]=1. (2) Given the product [N:44]1[CH:45]=[CH:46][CH:47]=[C:42]([CH2:41][CH2:40][NH:39][C:2]2[CH:9]=[C:8]([N:10]3[C:22]4[CH:21]=[CH:20][CH:19]=[C:18]([C:23]5[CH:24]=[N:25][C:26]6[C:31]([CH:32]=5)=[CH:30][CH:29]=[CH:28][CH:27]=6)[C:17]=4[C:16]4[C:11]3=[CH:12][CH:13]=[CH:14][CH:15]=4)[CH:7]=[CH:6][C:3]=2[C:4]([NH2:5])=[O:48])[CH:43]=1, predict the reactants needed to synthesize it. The reactants are: F[C:2]1[CH:9]=[C:8]([N:10]2[C:22]3[CH:21]=[CH:20][CH:19]=[C:18]([C:23]4[CH:24]=[N:25][C:26]5[C:31]([CH:32]=4)=[CH:30][CH:29]=[CH:28][CH:27]=5)[C:17]=3[C:16]3[C:11]2=[CH:12][CH:13]=[CH:14][CH:15]=3)[CH:7]=[CH:6][C:3]=1[C:4]#[N:5].C(=O)([O-])[O-].[K+].[K+].[NH2:39][CH2:40][CH2:41][C:42]1[CH:43]=[N:44][CH:45]=[CH:46][CH:47]=1.[OH-:48].[Na+].OO. (3) Given the product [CH:1]1[CH:6]=[N:5][CH:4]=[C:3]([CH:7]2[NH:8][CH2:9][CH2:10][CH2:11]2)[CH:2]=1, predict the reactants needed to synthesize it. The reactants are: [CH:1]1[CH:6]=[N:5][CH:4]=[C:3]([C:7]2[CH2:11][CH2:10][CH2:9][N:8]=2)[CH:2]=1. (4) Given the product [Cl:21][C:18]1[CH:19]=[CH:20][C:15]([C:6]2[C:5]3[N:4]([N:3]=[C:2]([NH:37][C:27]4[CH:28]=[CH:29][C:30]([N:31]5[CH:35]=[C:34]([CH3:36])[N:33]=[CH:32]5)=[C:25]([O:24][CH3:23])[CH:26]=4)[N:22]=3)[C:9]([C:10]([OH:13])([CH3:12])[CH3:11])=[C:8]([CH3:14])[CH:7]=2)=[CH:16][CH:17]=1, predict the reactants needed to synthesize it. The reactants are: Br[C:2]1[N:22]=[C:5]2[C:6]([C:15]3[CH:20]=[CH:19][C:18]([Cl:21])=[CH:17][CH:16]=3)=[CH:7][C:8]([CH3:14])=[C:9]([C:10]([OH:13])([CH3:12])[CH3:11])[N:4]2[N:3]=1.[CH3:23][O:24][C:25]1[CH:26]=[C:27]([NH2:37])[CH:28]=[CH:29][C:30]=1[N:31]1[CH:35]=[C:34]([CH3:36])[N:33]=[CH:32]1.[O-]C1C=CC=CC=1.[Na+].C(Cl)(Cl)Cl.CC1(C)C2C(=C(P(C3C=CC=CC=3)C3C=CC=CC=3)C=CC=2)OC2C(P(C3C=CC=CC=3)C3C=CC=CC=3)=CC=CC1=2. (5) Given the product [O:18]1[C:23]2[CH:24]=[CH:25][C:26]([CH2:28][NH:29][CH:30]3[CH2:35][CH2:34][N:33]([CH2:14][CH2:13][N:10]4[C:11]5[C:6](=[CH:5][CH:4]=[C:3]([O:2][CH3:1])[CH:12]=5)[CH:7]=[CH:8][C:9]4=[O:16])[CH2:32][CH:31]3[C:36]([O:38][CH3:39])=[O:37])=[CH:27][C:22]=2[O:21][CH2:20][CH2:19]1, predict the reactants needed to synthesize it. The reactants are: [CH3:1][O:2][C:3]1[CH:12]=[C:11]2[C:6]([CH:7]=[CH:8][C:9](=[O:16])[N:10]2[CH2:13][CH:14]=O)=[CH:5][CH:4]=1.Cl.[O:18]1[C:23]2[CH:24]=[CH:25][C:26]([CH2:28][NH:29][CH:30]3[CH2:35][CH2:34][NH:33][CH2:32][CH:31]3[C:36]([O:38][CH3:39])=[O:37])=[CH:27][C:22]=2[O:21][CH2:20][CH2:19]1.Cl.